From a dataset of Full USPTO retrosynthesis dataset with 1.9M reactions from patents (1976-2016). Predict the reactants needed to synthesize the given product. Given the product [Cl:1][C:2]1[CH:3]=[C:4]([C:8]2[C:9]3[N:18]([CH2:19][C@H:20]4[CH2:25][CH2:24][C@H:23]([CH3:26])[CH2:22][CH2:21]4)[CH:17]=[C:16]([CH2:27][CH2:28][C:29]4[CH:30]=[N:31][CH:32]=[CH:33][CH:34]=4)[C:10]=3[N:11]=[C:12]([C:14]#[N:15])[N:13]=2)[CH:5]=[N:6][CH:7]=1, predict the reactants needed to synthesize it. The reactants are: [Cl:1][C:2]1[CH:3]=[C:4]([C:8]2[C:9]3[N:18]([CH2:19][C@H:20]4[CH2:25][CH2:24][C@H:23]([CH3:26])[CH2:22][CH2:21]4)[CH:17]=[C:16](/[CH:27]=[CH:28]/[C:29]4[CH:30]=[N:31][CH:32]=[CH:33][CH:34]=4)[C:10]=3[N:11]=[C:12]([C:14]#[N:15])[N:13]=2)[CH:5]=[N:6][CH:7]=1.